Dataset: Full USPTO retrosynthesis dataset with 1.9M reactions from patents (1976-2016). Task: Predict the reactants needed to synthesize the given product. (1) Given the product [CH:1]1([C:8]([OH:10])=[O:9])[C:3]2([CH2:7][CH2:6][CH2:5][CH2:4]2)[CH2:2]1, predict the reactants needed to synthesize it. The reactants are: [CH:1]1([C:8]([O:10]CC)=[O:9])[C:3]2([CH2:7][CH2:6][CH2:5][CH2:4]2)[CH2:2]1.C1(C(OCC)=O)C2(CCCCC2)C1. (2) Given the product [N+:1]([C:4]1[CH:5]=[CH:6][C:7]([C:10](=[O:25])[CH2:11][NH:12][C:13](=[O:24])[CH2:14][NH:47][C:45](=[O:46])[O:44][C:40]([CH3:43])([CH3:42])[CH3:41])=[CH:8][CH:9]=1)([O-:3])=[O:2], predict the reactants needed to synthesize it. The reactants are: [N+:1]([C:4]1[CH:9]=[CH:8][C:7]([C:10](=[O:25])[CH2:11][NH:12][C:13](=[O:24])[CH2:14]CNC(=O)OC(C)(C)C)=[CH:6][CH:5]=1)([O-:3])=[O:2].Cl.NCC(C1C=CC([N+]([O-])=O)=CC=1)=O.[C:40]([O:44][C:45]([NH:47]CC(O)=O)=[O:46])([CH3:43])([CH3:42])[CH3:41]. (3) Given the product [NH:8]1[CH2:9][CH2:10][CH:11]([O:14][C:15]2[CH:27]=[C:26]3[C:18]([N:19]4[C:24](=[CH:25]3)[C:23](=[O:28])[NH:22][CH2:21][CH2:20]4)=[N:17][CH:16]=2)[CH2:12][CH2:13]1, predict the reactants needed to synthesize it. The reactants are: C(OC([N:8]1[CH2:13][CH2:12][CH:11]([O:14][C:15]2[CH:27]=[C:26]3[C:18]([N:19]4[C:24](=[CH:25]3)[C:23](=[O:28])[NH:22][CH2:21][CH2:20]4)=[N:17][CH:16]=2)[CH2:10][CH2:9]1)=O)(C)(C)C.FC(F)(F)C(O)=O. (4) Given the product [CH3:1][C:2]1[CH:7]=[CH:6][N:5]2[C:8]([C:11]([NH:25][C:26]3[CH:27]=[C:28]([C:33]4[N:37]=[C:36]([CH2:38][CH2:39][C@:40]([OH:45])([CH3:46])[C:41]([F:44])([F:43])[F:42])[O:35][N:34]=4)[CH:29]=[CH:30][C:31]=3[CH3:32])=[O:13])=[CH:9][N:10]=[C:4]2[CH:3]=1, predict the reactants needed to synthesize it. The reactants are: [CH3:1][C:2]1[CH:7]=[CH:6][N:5]2[C:8]([C:11]([OH:13])=O)=[CH:9][N:10]=[C:4]2[CH:3]=1.C(Cl)(=O)C(Cl)=O.CN(C=O)C.[NH2:25][C:26]1[CH:27]=[C:28]([C:33]2[N:37]=[C:36]([CH2:38][CH2:39][C@@:40]([CH3:46])([OH:45])[C:41]([F:44])([F:43])[F:42])[O:35][N:34]=2)[CH:29]=[CH:30][C:31]=1[CH3:32]. (5) Given the product [CH3:10][N:11]1[CH2:12][CH2:13][N:14]([C:17]2[CH:22]=[CH:21][C:20]([C:23]3[CH:38]=[N:37][C:26]4[NH:27][C:28]5[CH:33]=[N:32][C:31]([C:34]([NH2:3])=[O:36])=[CH:30][C:29]=5[C:25]=4[CH:24]=3)=[CH:19][CH:18]=2)[CH2:15][CH2:16]1, predict the reactants needed to synthesize it. The reactants are: CC[N:3](C(C)C)C(C)C.[CH3:10][N:11]1[CH2:16][CH2:15][N:14]([C:17]2[CH:22]=[CH:21][C:20]([C:23]3[CH:38]=[N:37][C:26]4[NH:27][C:28]5[CH:33]=[N:32][C:31]([C:34]([OH:36])=O)=[CH:30][C:29]=5[C:25]=4[CH:24]=3)=[CH:19][CH:18]=2)[CH2:13][CH2:12]1.C1CN([P+](ON2N=NC3C=CC=CC2=3)(N2CCCC2)N2CCCC2)CC1.F[P-](F)(F)(F)(F)F.C1C=CC2N(O)N=NC=2C=1.N.O1CCOCC1.S(=O)(=O)(O)O. (6) Given the product [CH:28]1([CH2:27][NH:26][C:24]2[CH:23]=[C:22]([C:31]3[CH:32]=[CH:33][C:34]([F:37])=[CH:35][CH:36]=3)[N:21]=[C:20]([NH:19][C:16]3[CH:17]=[CH:18][C:13]([C:8]4([C:6]([OH:7])=[O:5])[CH2:9][CH2:10][CH2:11][CH2:12]4)=[CH:14][CH:15]=3)[N:25]=2)[CH2:30][CH2:29]1, predict the reactants needed to synthesize it. The reactants are: O.[OH-].[Na+].C[O:5][C:6]([C:8]1([C:13]2[CH:18]=[CH:17][C:16]([NH:19][C:20]3[N:25]=[C:24]([NH:26][CH2:27][CH:28]4[CH2:30][CH2:29]4)[CH:23]=[C:22]([C:31]4[CH:36]=[CH:35][C:34]([F:37])=[CH:33][CH:32]=4)[N:21]=3)=[CH:15][CH:14]=2)[CH2:12][CH2:11][CH2:10][CH2:9]1)=[O:7].